From a dataset of Full USPTO retrosynthesis dataset with 1.9M reactions from patents (1976-2016). Predict the reactants needed to synthesize the given product. (1) Given the product [Cl:17][C:15]1[N:16]=[C:11]([NH:10][CH:9]2[CH:8]3[CH2:7][CH2:6][CH:5]([CH2:23][CH2:22]3)[CH:4]2[C:1]([OH:3])=[O:2])[C:12]([F:21])=[CH:13][CH:14]=1, predict the reactants needed to synthesize it. The reactants are: [C:1]([CH:4]1[CH:9]([NH:10][C:11]2[N:16]=[C:15]([Cl:17])[C:14](C(O)=O)=[CH:13][C:12]=2[F:21])[CH:8]2[CH2:22][CH2:23][CH:5]1[CH2:6][CH2:7]2)([OH:3])=[O:2].C(O)(=O)C. (2) The reactants are: [H-].[Na+].[C:3]([O:10][CH3:11])(=[O:9])[CH2:4][C:5]([O:7][CH3:8])=[O:6].F[C:13]1[CH:18]=[C:17](F)[CH:16]=[CH:15][C:14]=1[N+:20]([O-:22])=[O:21]. Given the product [N+:20]([C:14]1[CH:15]=[CH:16][C:17]([CH:4]([C:3]([O:10][CH3:11])=[O:9])[C:5]([O:7][CH3:8])=[O:6])=[CH:18][C:13]=1[CH:4]([C:3]([O:10][CH3:11])=[O:9])[C:5]([O:7][CH3:8])=[O:6])([O-:22])=[O:21], predict the reactants needed to synthesize it. (3) Given the product [ClH:1].[ClH:1].[NH2:30][C@H:31]1[CH2:36][CH2:35][C@H:34]([NH:37][C:2]2[N:10]=[C:9]3[C:5]([N:6]=[CH:7][N:8]3[CH:11]3[CH2:15][CH2:14][CH2:13][CH2:12]3)=[C:4]([NH:16][CH2:17][CH2:18][NH:19][C:20](=[O:29])[C:21]3[CH:22]=[C:23]([Cl:28])[CH:24]=[C:25]([Cl:27])[CH:26]=3)[N:3]=2)[CH2:33][CH2:32]1, predict the reactants needed to synthesize it. The reactants are: [Cl:1][C:2]1[N:10]=[C:9]2[C:5]([N:6]=[CH:7][N:8]2[CH:11]2[CH2:15][CH2:14][CH2:13][CH2:12]2)=[C:4]([NH:16][CH2:17][CH2:18][NH:19][C:20](=[O:29])[C:21]2[CH:26]=[C:25]([Cl:27])[CH:24]=[C:23]([Cl:28])[CH:22]=2)[N:3]=1.[NH2:30][C@H:31]1[CH2:36][CH2:35][C@H:34]([NH2:37])[CH2:33][CH2:32]1. (4) Given the product [C:1]([CH2:3][CH2:4][C:5]1[CH:6]=[C:7]2[C:12](=[C:13]([CH2:15][N:16]([CH:24]3[CH2:25][CH2:26]3)[C:17](=[O:23])[O:18][C:19]([CH3:20])([CH3:21])[CH3:22])[CH:14]=1)[N:11]=[CH:10][CH:9]=[CH:8]2)#[N:2], predict the reactants needed to synthesize it. The reactants are: [C:1]([CH:3]=[CH:4][C:5]1[CH:6]=[C:7]2[C:12](=[C:13]([CH2:15][N:16]([CH:24]3[CH2:26][CH2:25]3)[C:17](=[O:23])[O:18][C:19]([CH3:22])([CH3:21])[CH3:20])[CH:14]=1)[N:11]=[CH:10][CH:9]=[CH:8]2)#[N:2]. (5) Given the product [F:1][C:2]1[C:7]([F:8])=[CH:6][CH:5]=[CH:4][C:3]=1[C:9]1[N:41]=[C:12]2[CH:13]=[N:14][N:15]([CH2:17][C:18]3[CH:23]=[CH:22][C:21]([C:24]4[CH:29]=[CH:28][C:27]([O:30][CH3:31])=[CH:26][C:25]=4[C:32]([F:35])([F:34])[F:33])=[CH:20][C:19]=3[O:36][CH2:37][CH2:38][CH2:39][N:56]3[CH2:61][CH2:60][O:59][CH2:58][CH2:57]3)[CH:16]=[C:11]2[N:10]=1, predict the reactants needed to synthesize it. The reactants are: [F:1][C:2]1[C:7]([F:8])=[CH:6][CH:5]=[CH:4][C:3]=1[C:9]1[N:41]=[C:12]2[CH:13]=[N:14][N:15]([CH2:17][C:18]3[CH:23]=[CH:22][C:21]([C:24]4[CH:29]=[CH:28][C:27]([O:30][CH3:31])=[CH:26][C:25]=4[C:32]([F:35])([F:34])[F:33])=[CH:20][C:19]=3[O:36][CH2:37][CH2:38][CH2:39]O)[CH:16]=[C:11]2[N:10]=1.CCN(C(C)C)C(C)C.S(Cl)(C)(=O)=O.[NH:56]1[CH2:61][CH2:60][O:59][CH2:58][CH2:57]1. (6) The reactants are: Br[C:2]1[CH:7]=[C:6]([N:8]2[CH2:12][CH2:11][CH2:10][CH2:9]2)[CH:5]=[CH:4][C:3]=1[C:13]1[S:14][C:15]2[CH:21]([OH:22])[CH2:20][CH2:19][CH2:18][C:16]=2[N:17]=1.[C:23]([Cu])#[N:24].C1COCC1.CCOC(C)=O. Given the product [OH:22][CH:21]1[C:15]2[S:14][C:13]([C:3]3[CH:4]=[CH:5][C:6]([N:8]4[CH2:12][CH2:11][CH2:10][CH2:9]4)=[CH:7][C:2]=3[C:23]#[N:24])=[N:17][C:16]=2[CH2:18][CH2:19][CH2:20]1, predict the reactants needed to synthesize it. (7) The reactants are: [CH3:1][N:2]1[CH2:7][CH2:6][NH:5][CH2:4][CH2:3]1.F[C:9]1[CH:14]=[C:13]([CH2:15][NH:16][C:17]2[CH:30]=[C:29]3[C:20]([O:21][C:22]4[C:23]([C:31]5[NH:36][C:35](=[O:37])[CH:34]=[C:33]([N:38]6[CH2:43][CH2:42][O:41][CH2:40][CH2:39]6)[CH:32]=5)=[CH:24][CH:25]=[CH:26][C:27]=4[CH2:28]3)=[CH:19][CH:18]=2)[CH:12]=[CH:11][N:10]=1. Given the product [CH3:1][N:2]1[CH2:7][CH2:6][N:5]([C:9]2[CH:14]=[C:13]([CH2:15][NH:16][C:17]3[CH:30]=[C:29]4[C:20]([O:21][C:22]5[C:23]([C:31]6[NH:36][C:35](=[O:37])[CH:34]=[C:33]([N:38]7[CH2:39][CH2:40][O:41][CH2:42][CH2:43]7)[CH:32]=6)=[CH:24][CH:25]=[CH:26][C:27]=5[CH2:28]4)=[CH:19][CH:18]=3)[CH:12]=[CH:11][N:10]=2)[CH2:4][CH2:3]1, predict the reactants needed to synthesize it.